From a dataset of Catalyst prediction with 721,799 reactions and 888 catalyst types from USPTO. Predict which catalyst facilitates the given reaction. (1) Reactant: [Br:1][C:2]1[CH:7]=[CH:6][C:5]([CH:8](C(OCC)=O)[C:9]([O:11][CH2:12][CH3:13])=[O:10])=[C:4]([O:19][CH3:20])[CH:3]=1.[Cl-].[Li+].CS(C)=O. Product: [Br:1][C:2]1[CH:7]=[CH:6][C:5]([CH2:8][C:9]([O:11][CH2:12][CH3:13])=[O:10])=[C:4]([O:19][CH3:20])[CH:3]=1. The catalyst class is: 6. (2) Reactant: F[C:2]1[CH:3]=[CH:4][C:5]([N+:9]([O-:11])=[O:10])=[C:6]([CH3:8])[CH:7]=1.Cl.[CH3:13][C@@H:14]1[CH2:18][CH2:17][CH2:16][N:15]1[CH:19]1[CH2:23][CH2:22][NH:21][CH2:20]1.C(=O)([O-])[O-].[K+].[K+]. Product: [CH3:13][C@@H:14]1[CH2:18][CH2:17][CH2:16][N:15]1[CH:19]1[CH2:23][CH2:22][N:21]([C:2]2[CH:3]=[CH:4][C:5]([N+:9]([O-:11])=[O:10])=[C:6]([CH3:8])[CH:7]=2)[CH2:20]1. The catalyst class is: 16.